Task: Predict which catalyst facilitates the given reaction.. Dataset: Catalyst prediction with 721,799 reactions and 888 catalyst types from USPTO Reactant: [BH4-].[Na+].C(O)C.[NH2:6][C:7]1[C:12]2[C:13](=[O:16])[CH2:14][O:15][C:11]=2[CH:10]=[CH:9][C:8]=1[Br:17]. Product: [NH2:6][C:7]1[C:12]2[CH:13]([OH:16])[CH2:14][O:15][C:11]=2[CH:10]=[CH:9][C:8]=1[Br:17]. The catalyst class is: 21.